This data is from Retrosynthesis with 50K atom-mapped reactions and 10 reaction types from USPTO. The task is: Predict the reactants needed to synthesize the given product. (1) Given the product CC(C)(C)c1cc(NC(=O)NCc2cc(F)ccc2Oc2ccc3c(cnn3CCO)c2)n(-c2ccc(CO)cc2)n1, predict the reactants needed to synthesize it. The reactants are: CC(C)(C)c1cc(NC(=O)NCc2cc(F)ccc2Oc2ccc3c(cnn3CCO)c2)n(-c2ccc(C=O)cc2)n1. (2) Given the product N#CC1(c2ccc(Cl)nc2)CCC(=O)CC1, predict the reactants needed to synthesize it. The reactants are: COC(=O)C1CC(C#N)(c2ccc(Cl)nc2)CCC1=O. (3) Given the product Cc1cc(N)cnc1-c1ccc(F)cc1Cl, predict the reactants needed to synthesize it. The reactants are: Cc1cc([N+](=O)[O-])cnc1-c1ccc(F)cc1Cl. (4) Given the product COc1cc2c(cc1OC)C(=C(C#N)SCC(O)CN1CCOCC1)NCC2, predict the reactants needed to synthesize it. The reactants are: COc1cc2c(cc1OC)C(=C(C#N)SCC(CN1CCOCC1)OC(C)=O)NCC2. (5) Given the product CC(C)(C)OC(=O)N[C@@H]1CNC[C@H]1c1cc(F)ccc1F, predict the reactants needed to synthesize it. The reactants are: CC(C)(C)OC(=O)N[C@@H]1CN(Cc2ccccc2)C[C@H]1c1cc(F)ccc1F.